From a dataset of Rat liver microsome stability data. Regression/Classification. Given a drug SMILES string, predict its absorption, distribution, metabolism, or excretion properties. Task type varies by dataset: regression for continuous measurements (e.g., permeability, clearance, half-life) or binary classification for categorical outcomes (e.g., BBB penetration, CYP inhibition). Dataset: rlm. (1) The molecule is Cc1c2c(n3c1CCN(C(=O)[C@H](C)N)CC[C@H](C)Nc1cc-3ccc1C(N)=O)CC(C)(C)CC2=O. The result is 0 (unstable in rat liver microsomes). (2) The drug is Cc1cnccc1-c1nc(Nc2ccc(F)c(F)c2)c2ccccc2n1. The result is 1 (stable in rat liver microsomes). (3) The compound is Cc1cc(OCC(=O)NC(c2cccc([N+](=O)[O-])c2)c2cc(Cl)c3cccnc3c2O)ccc1Cl. The result is 1 (stable in rat liver microsomes).